From a dataset of Catalyst prediction with 721,799 reactions and 888 catalyst types from USPTO. Predict which catalyst facilitates the given reaction. (1) Reactant: C(N(C(C)C)CC)(C)C.C1(N[S:17]([C:20]([F:23])([F:22])[F:21])(=[O:19])=[O:18])C=CC=CC=1.[CH3:24][O:25][C:26](=[O:41])[C:27]([NH:30][C:31]([C:33]1[C:38]([OH:39])=[CH:37][C:36]([OH:40])=[CH:35][N:34]=1)=[O:32])([CH3:29])[CH3:28]. Product: [CH3:24][O:25][C:26](=[O:41])[C:27]([NH:30][C:31]([C:33]1[C:38]([OH:39])=[CH:37][C:36]([O:40][S:17]([C:20]([F:21])([F:22])[F:23])(=[O:18])=[O:19])=[CH:35][N:34]=1)=[O:32])([CH3:29])[CH3:28]. The catalyst class is: 5. (2) Reactant: [Cl:1][C:2]1[CH:3]=[CH:4][C:5]2[O:14][CH2:13][CH2:12][C:11]3[CH:10]=[C:9]([C:15](O)=[O:16])[S:8][C:7]=3[C:6]=2[N:18]=1.C([N:22](CC)C(C)C)(C)C.[Cl-].[NH4+].CN(C(ON1N=NC2C=CC=NC1=2)=[N+](C)C)C.F[P-](F)(F)(F)(F)F.C(=O)(O)[O-].[Na+]. Product: [Cl:1][C:2]1[CH:3]=[CH:4][C:5]2[O:14][CH2:13][CH2:12][C:11]3[CH:10]=[C:9]([C:15]([NH2:22])=[O:16])[S:8][C:7]=3[C:6]=2[N:18]=1. The catalyst class is: 9. (3) Reactant: [CH:1]([N:14]1[CH2:17][C:16](Cl)([CH3:18])[CH2:15]1)([C:8]1[CH:13]=[CH:12][CH:11]=[CH:10][CH:9]=1)[C:2]1[CH:7]=[CH:6][CH:5]=[CH:4][CH:3]=1.[N-:20]=[N+:21]=[N-:22].[Na+]. Product: [N:20]([C:16]1([CH3:18])[CH2:17][N:14]([CH:1]([C:8]2[CH:13]=[CH:12][CH:11]=[CH:10][CH:9]=2)[C:2]2[CH:7]=[CH:6][CH:5]=[CH:4][CH:3]=2)[CH2:15]1)=[N+:21]=[N-:22]. The catalyst class is: 3.